From a dataset of Reaction yield outcomes from USPTO patents with 853,638 reactions. Predict the reaction yield, written as a fraction of the theoretical maximum amount of product (1.0 means a 100% yield; for example, 0.34 means a 34% yield). (1) The reactants are [Se](=O)=[O:2].Br[CH2:5][C:6]([C:8]1[CH:13]=[CH:12][CH:11]=[C:10]([O:14][CH3:15])[CH:9]=1)=[O:7].[CH2:16]([OH:18])[CH3:17]. No catalyst specified. The product is [CH3:15][O:14][C:10]1[CH:9]=[C:8]([C:6](=[O:7])[C:5]([O:18][CH2:16][CH3:17])=[O:2])[CH:13]=[CH:12][CH:11]=1. The yield is 0.530. (2) The reactants are Cl[CH:2]([C:9]1[CH:14]=[CH:13][CH:12]=[CH:11][CH:10]=1)[C:3]1[CH:8]=[CH:7][CH:6]=[CH:5][CH:4]=1.[OH:15][N:16]1[C:20](=[O:21])[C:19]2=[CH:22][CH:23]=[CH:24][CH:25]=[C:18]2[C:17]1=[O:26].CCN(CC)CC.O. The catalyst is CN(C=O)C. The product is [CH:2]([O:15][N:16]1[C:17](=[O:26])[C:18]2=[CH:25][CH:24]=[CH:23][CH:22]=[C:19]2[C:20]1=[O:21])([C:9]1[CH:14]=[CH:13][CH:12]=[CH:11][CH:10]=1)[C:3]1[CH:8]=[CH:7][CH:6]=[CH:5][CH:4]=1. The yield is 0.850. (3) The reactants are [OH:1][C:2]1[C:6]([C:7]([O:9][CH2:10][CH3:11])=[O:8])=[CH:5][N:4]([C:12]2[CH:17]=[CH:16][CH:15]=[CH:14][CH:13]=2)[N:3]=1.[CH2:18](Br)[C:19]1[CH:24]=[CH:23][CH:22]=[CH:21][CH:20]=1.C(=O)([O-])[O-].[K+].[K+].CN(C)C=O. The product is [CH2:18]([O:1][C:2]1[C:6]([C:7]([O:9][CH2:10][CH3:11])=[O:8])=[CH:5][N:4]([C:12]2[CH:17]=[CH:16][CH:15]=[CH:14][CH:13]=2)[N:3]=1)[C:19]1[CH:24]=[CH:23][CH:22]=[CH:21][CH:20]=1. The catalyst is O. The yield is 0.770. (4) The reactants are [O:1]([C:8]1[CH:13]=[CH:12][C:11]([C:14]2[C:22]3[C:17](=[N:18][CH:19]=[N:20][C:21]=3[NH2:23])[N:16]([C@@H:24]3[CH2:29][CH2:28][CH2:27][NH:26][CH2:25]3)[N:15]=2)=[CH:10][CH:9]=1)[C:2]1[CH:7]=[CH:6][CH:5]=[CH:4][CH:3]=1.C(N1C=CN=C1)(N1C=CN=C1)=O.[C:42]([CH2:44][C:45](O)=[O:46])#[N:43]. The catalyst is ClCCl. The product is [NH2:23][C:21]1[N:20]=[CH:19][N:18]=[C:17]2[N:16]([C@@H:24]3[CH2:29][CH2:28][CH2:27][N:26]([C:45](=[O:46])[CH2:44][C:42]#[N:43])[CH2:25]3)[N:15]=[C:14]([C:11]3[CH:10]=[CH:9][C:8]([O:1][C:2]4[CH:7]=[CH:6][CH:5]=[CH:4][CH:3]=4)=[CH:13][CH:12]=3)[C:22]=12. The yield is 0.560.